Dataset: Forward reaction prediction with 1.9M reactions from USPTO patents (1976-2016). Task: Predict the product of the given reaction. (1) Given the reactants I[C:2]1[N:3]=[C:4]([CH3:15])[N:5]([C:7]2[CH:12]=[N:11][N:10]([CH3:13])[C:9](=[O:14])[CH:8]=2)[CH:6]=1.C1(P(C2C=CC=CC=2)C2C=CC=CC=2)C=CC=CC=1.C(N(CC)CC)C.[Cl:42][C:43]1[CH:48]=[CH:47][CH:46]=[C:45]([C:49]#[CH:50])[CH:44]=1, predict the reaction product. The product is: [Cl:42][C:43]1[CH:44]=[C:45]([C:49]#[C:50][C:2]2[N:3]=[C:4]([CH3:15])[N:5]([C:7]3[CH:12]=[N:11][N:10]([CH3:13])[C:9](=[O:14])[CH:8]=3)[CH:6]=2)[CH:46]=[CH:47][CH:48]=1. (2) The product is: [ClH:1].[NH2:45][CH2:44][C@H:41]1[CH2:42][CH2:43][C@H:38]([C:36]([NH:35][C@@H:21]([CH2:20][C:17]2[CH:16]=[CH:15][C:14]([C:11]3[CH:12]=[CH:13][C:8]([S:5](=[O:6])(=[O:7])[N:4]([CH2:54][CH3:55])[CH2:2][CH3:3])=[CH:9][C:10]=3[CH3:53])=[CH:19][CH:18]=2)[C:22](=[O:34])[NH:23][C:24]2[CH:32]=[C:31]3[C:27]([C:28](=[O:33])[NH:29][NH:30]3)=[CH:26][CH:25]=2)=[O:37])[CH2:39][CH2:40]1. Given the reactants [ClH:1].[CH2:2]([N:4]([CH2:54][CH3:55])[S:5]([C:8]1[CH:13]=[CH:12][C:11]([C:14]2[CH:19]=[CH:18][C:17]([CH2:20][C@H:21]([NH:35][C:36]([C@H:38]3[CH2:43][CH2:42][C@H:41]([CH2:44][NH:45]C(=O)OC(C)(C)C)[CH2:40][CH2:39]3)=[O:37])[C:22](=[O:34])[NH:23][C:24]3[CH:32]=[C:31]4[C:27]([C:28](=[O:33])[NH:29][NH:30]4)=[CH:26][CH:25]=3)=[CH:16][CH:15]=2)=[C:10]([CH3:53])[CH:9]=1)(=[O:7])=[O:6])[CH3:3], predict the reaction product. (3) Given the reactants FC(F)C1C=CC([C@@H](NCCC2(O)CCC3(OCC(C)(C)CO3)CC2)C)=CC=1.ClC(Cl)(OC(=O)OC(Cl)(Cl)Cl)Cl.[F:41][CH:42]([F:70])[C:43]1[CH:48]=[CH:47][C:46]([C@@H:49]([N:51]2[CH2:56][CH2:55][C:54]3([CH2:68][CH2:67][C:59]4(OCC(C)(C)C[O:60]4)[CH2:58][CH2:57]3)[O:53][C:52]2=[O:69])[CH3:50])=[CH:45][CH:44]=1, predict the reaction product. The product is: [F:70][CH:42]([F:41])[C:43]1[CH:48]=[CH:47][C:46]([C@@H:49]([N:51]2[CH2:56][CH2:55][C:54]3([CH2:68][CH2:67][C:59](=[O:60])[CH2:58][CH2:57]3)[O:53][C:52]2=[O:69])[CH3:50])=[CH:45][CH:44]=1. (4) Given the reactants [Cl:1][C:2]1[CH:3]=[CH:4][CH:5]=[C:6]2[C:28]=1[C:9]1([CH2:14][CH2:13][N:12]([C:15]([NH:17][CH:18]3[CH:25]4[CH2:26][CH:21]5[CH2:22][CH:23]([CH2:27][CH:19]3[CH2:20]5)[CH2:24]4)=[O:16])[CH2:11][CH2:10]1)[N:8](CC1C=CC(OC)=CC=1)[C:7]2([CH3:39])[CH3:38].[C:40]([OH:46])([C:42]([F:45])([F:44])[F:43])=[O:41], predict the reaction product. The product is: [Cl:1][C:2]1[CH:3]=[CH:4][CH:5]=[C:6]2[C:28]=1[C:9]1([CH2:14][CH2:13][N:12]([C:15]([NH:17][CH:18]3[CH:25]4[CH2:26][CH:21]5[CH2:22][CH:23]([CH2:27][CH:19]3[CH2:20]5)[CH2:24]4)=[O:16])[CH2:11][CH2:10]1)[NH:8][C:7]2([CH3:39])[CH3:38].[C:40]([OH:46])([C:42]([F:45])([F:44])[F:43])=[O:41]. (5) Given the reactants [C:1]([C:3]1[CH:8]=[CH:7][C:6]([C@H:9]2[N:14]([CH2:15][C:16]([OH:18])=O)[C:13](=[O:19])[N:12]([C:20]3[CH:25]=[CH:24][CH:23]=[C:22]([C:26]([F:29])([F:28])[F:27])[CH:21]=3)[C:11]([CH3:30])=[C:10]2[C:31]([O:33][CH2:34][CH3:35])=[O:32])=[CH:5][CH:4]=1)#[N:2].[CH3:36][NH:37][CH3:38].O.ON1C2C=CC=CC=2N=N1.Cl.CN(C)CCCN=C=NCC, predict the reaction product. The product is: [C:1]([C:3]1[CH:4]=[CH:5][C:6]([C@@H:9]2[C:10]([C:31]([O:33][CH2:34][CH3:35])=[O:32])=[C:11]([CH3:30])[N:12]([C:20]3[CH:25]=[CH:24][CH:23]=[C:22]([C:26]([F:29])([F:28])[F:27])[CH:21]=3)[C:13](=[O:19])[N:14]2[CH2:15][C:16]([N:37]([CH3:38])[CH3:36])=[O:18])=[CH:7][CH:8]=1)#[N:2].